Dataset: Forward reaction prediction with 1.9M reactions from USPTO patents (1976-2016). Task: Predict the product of the given reaction. (1) The product is: [N:1]1[CH:6]=[CH:5][CH:4]=[C:3]([CH2:7][N:8]2[CH2:13][CH2:12][NH:11][CH2:10][C:9]2=[O:21])[C:2]=1[C:22]1[CH:27]=[CH:26][N:25]=[CH:24][CH:23]=1. Given the reactants [N:1]1[CH:6]=[CH:5][CH:4]=[C:3]([CH2:7][N:8]2[CH2:13][CH2:12][N:11](C(OC(C)(C)C)=O)[CH2:10][C:9]2=[O:21])[C:2]=1[C:22]1[CH:27]=[CH:26][N:25]=[CH:24][CH:23]=1.Cl.CO, predict the reaction product. (2) Given the reactants [C@H:1]([N:5]([CH3:26])[C:6]1[C:7]([C:19]2[CH:24]=[CH:23][C:22]([F:25])=[CH:21][CH:20]=2)=[N:8][C:9]2[C:14]([N:15]=1)=[CH:13][C:12]([C:16](O)=[O:17])=[CH:11][CH:10]=2)([CH2:3][CH3:4])[CH3:2].C(N(CC)CC)C.[CH3:34][C:35]([NH2:38])([CH3:37])[CH3:36].C(P1(=O)OP(CCC)(=O)OP(CCC)(=O)O1)CC, predict the reaction product. The product is: [C:35]([NH:38][C:16]([C:12]1[CH:13]=[C:14]2[C:9](=[CH:10][CH:11]=1)[N:8]=[C:7]([C:19]1[CH:24]=[CH:23][C:22]([F:25])=[CH:21][CH:20]=1)[C:6]([N:5]([C@@H:1]([CH2:3][CH3:4])[CH3:2])[CH3:26])=[N:15]2)=[O:17])([CH3:37])([CH3:36])[CH3:34].